This data is from Reaction yield outcomes from USPTO patents with 853,638 reactions. The task is: Predict the reaction yield, written as a fraction of the theoretical maximum amount of product (1.0 means a 100% yield; for example, 0.34 means a 34% yield). (1) The product is [NH2:1][C:2]1[CH:3]=[C:4]([C:5]([N:13]2[CH2:18][CH2:17][CH2:16][C@@H:15]3[C:19]4[CH:20]=[CH:21][CH:22]=[CH:23][C:24]=4[CH2:25][C@H:14]23)=[O:7])[CH:8]=[CH:9][C:10]=1[O:11][CH3:12]. The yield is 0.770. No catalyst specified. The reactants are [NH2:1][C:2]1[CH:3]=[C:4]([CH:8]=[CH:9][C:10]=1[O:11][CH3:12])[C:5]([OH:7])=O.[NH:13]1[CH2:18][CH2:17][CH2:16][C@@H:15]2[C:19]3[CH:20]=[CH:21][CH:22]=[CH:23][C:24]=3[CH2:25][C@H:14]12.F[P-](F)(F)(F)(F)F.N1(OC(N(C)C)=[N+](C)C)C2N=CC=CC=2N=N1. (2) The reactants are [NH2:1][C:2]1[CH:7]=[CH:6][C:5]([S:8][CH2:9][C:10]2[CH:15]=[CH:14][CH:13]=[CH:12][CH:11]=2)=[CH:4][C:3]=1/[CH:16]=[CH:17]/[C:18]([O:20][CH2:21][CH3:22])=[O:19].[Cl:23][C:24]1[C:29]([Cl:30])=[CH:28][C:27](I)=[C:26]([O:32][CH3:33])[N:25]=1.C(=O)([O-])[O-].[Cs+].[Cs+]. The catalyst is CCOC(C)=O.C1C=CC(/C=C/C(/C=C/C2C=CC=CC=2)=O)=CC=1.C1C=CC(/C=C/C(/C=C/C2C=CC=CC=2)=O)=CC=1.C1C=CC(/C=C/C(/C=C/C2C=CC=CC=2)=O)=CC=1.[Pd].[Pd].CC1(C)C2C(=C(P(C3C=CC=CC=3)C3C=CC=CC=3)C=CC=2)OC2C(P(C3C=CC=CC=3)C3C=CC=CC=3)=CC=CC1=2. The product is [CH2:9]([S:8][C:5]1[CH:6]=[CH:7][C:2]([NH:1][C:27]2[C:26]([O:32][CH3:33])=[N:25][C:24]([Cl:23])=[C:29]([Cl:30])[CH:28]=2)=[C:3](/[CH:16]=[CH:17]/[C:18]([O:20][CH2:21][CH3:22])=[O:19])[CH:4]=1)[C:10]1[CH:15]=[CH:14][CH:13]=[CH:12][CH:11]=1. The yield is 0.810. (3) The reactants are [Li+].CC([N-]C(C)C)C.[CH3:9][CH2:10][O:11][C:12]([CH3:14])=[O:13].[CH:15]1([C:20](=[O:33])[CH2:21][CH2:22][NH:23][C:24](=[O:32])[CH2:25][CH2:26][C:27]2[O:28][CH:29]=[CH:30][CH:31]=2)[CH2:19][CH2:18][CH2:17][CH2:16]1. The catalyst is C1COCC1. The product is [CH2:10]([O:11][C:12](=[O:13])[CH2:14][C:20]([CH:15]1[CH2:19][CH2:18][CH2:17][CH2:16]1)([OH:33])[CH2:21][CH2:22][NH:23][C:24](=[O:32])[CH2:25][CH2:26][C:27]1[O:28][CH:29]=[CH:30][CH:31]=1)[CH3:9]. The yield is 0.640. (4) The reactants are [CH3:1][O:2][C:3]([C:5]1[S:6][C:7]([C:11]2[CH:16]=[CH:15][C:14]([F:17])=[CH:13][CH:12]=2)=[CH:8][C:9]=1[NH2:10])=[O:4].CO[C:20]([CH3:22])=[CH2:21].CC(O)=O.[BH-](OC(C)=O)(OC(C)=O)OC(C)=O.[Na+].C([O-])(O)=O.[Na+]. The catalyst is ClCCCl.CCOC(C)=O.O. The product is [CH3:1][O:2][C:3]([C:5]1[S:6][C:7]([C:11]2[CH:16]=[CH:15][C:14]([F:17])=[CH:13][CH:12]=2)=[CH:8][C:9]=1[NH:10][CH:20]([CH3:22])[CH3:21])=[O:4]. The yield is 0.910. (5) The reactants are Br[C:2]1[CH:3]=[C:4]([N+:10]([O-:12])=[O:11])[C:5]([O:8][CH3:9])=[N:6][CH:7]=1.C(=O)([O-])[O-].[Cs+].[Cs+].[CH2:19]([N:22]([CH3:24])[CH3:23])[C:20]#[CH:21]. The catalyst is CN(C=O)C.CC#N.CC#N.Cl[Pd]Cl. The product is [CH3:9][O:8][C:5]1[N:6]=[CH:7][C:2]([C:21]#[C:20][CH2:19][N:22]([CH3:24])[CH3:23])=[CH:3][C:4]=1[N+:10]([O-:12])=[O:11]. The yield is 0.270. (6) The reactants are [CH2:1]([N:8]1[C:13](=[O:14])[C:12]2[C:15]([CH3:18])=[N:16][S:17][C:11]=2[N:10]=[C:9]1[CH:19](Br)[CH:20]([CH3:22])[CH3:21])[C:2]1[CH:7]=[CH:6][CH:5]=[CH:4][CH:3]=1.[N-:24]=[N+:25]=[N-:26].[Na+].[Br-]. The catalyst is CN(C=O)C. The product is [N:24]([CH:19]([C:9]1[N:8]([CH2:1][C:2]2[CH:7]=[CH:6][CH:5]=[CH:4][CH:3]=2)[C:13](=[O:14])[C:12]2[C:15]([CH3:18])=[N:16][S:17][C:11]=2[N:10]=1)[CH:20]([CH3:22])[CH3:21])=[N+:25]=[N-:26]. The yield is 0.940. (7) The reactants are [C:1]1([C:7]2[C:15]3[C:10](=[CH:11][C:12]([C:16]([OH:18])=[O:17])=[CH:13][CH:14]=3)[NH:9][CH:8]=2)[CH2:6][CH2:5][CH2:4][CH2:3][CH:2]=1.CO. The catalyst is C1COCC1. The product is [CH:1]1([C:7]2[C:15]3[C:10](=[CH:11][C:12]([C:16]([OH:18])=[O:17])=[CH:13][CH:14]=3)[NH:9][CH:8]=2)[CH2:2][CH2:3][CH2:4][CH2:5][CH2:6]1. The yield is 0.790.